Predict the reactants needed to synthesize the given product. From a dataset of Full USPTO retrosynthesis dataset with 1.9M reactions from patents (1976-2016). (1) Given the product [C:34]([C:36]1[CH:44]=[CH:43][C:39]([C:6]([NH:7][C@H:8]([C:16]2[NH:17][CH:18]=[C:19]([C:21]3[CH:22]=[CH:23][C:24]([C:27]4[N:31]=[C:30]([CH3:32])[O:29][N:28]=4)=[CH:25][CH:26]=3)[N:20]=2)[CH2:9][C:10]2[CH:15]=[CH:14][CH:13]=[CH:12][CH:11]=2)=[O:5])=[C:38]([F:45])[CH:37]=1)#[N:35], predict the reactants needed to synthesize it. The reactants are: C([O:5][C:6](=O)[NH:7][C@H:8]([C:16]1[NH:17][CH:18]=[C:19]([C:21]2[CH:26]=[CH:25][C:24]([C:27]3[N:31]=[C:30]([CH3:32])[O:29][N:28]=3)=[CH:23][CH:22]=2)[N:20]=1)[CH2:9][C:10]1[CH:15]=[CH:14][CH:13]=[CH:12][CH:11]=1)(C)(C)C.[C:34]([C:36]1[CH:44]=[CH:43][C:39](C(O)=O)=[C:38]([F:45])[CH:37]=1)#[N:35]. (2) Given the product [CH3:1][C:2]1[CH:7]=[CH:6][C:5]([NH:8][CH2:9][CH:14]([OH:15])[CH:13]([OH:16])[CH:12]([OH:17])[CH2:11][OH:10])=[CH:4][C:3]=1[N+:18]([O-:20])=[O:19], predict the reactants needed to synthesize it. The reactants are: [CH3:1][C:2]1[CH:7]=[CH:6][C:5]([NH:8][CH:9]2[CH:14]([OH:15])[CH:13]([OH:16])[CH:12]([OH:17])[CH2:11][O:10]2)=[CH:4][C:3]=1[N+:18]([O-:20])=[O:19].[BH4-].[Na+]. (3) Given the product [CH3:1][O:2][C:3]1[C:11]([CH2:12][NH2:13])=[C:6]2[N:7]=[CH:8][CH:9]=[CH:10][N:5]2[N:4]=1, predict the reactants needed to synthesize it. The reactants are: [CH3:1][O:2][C:3]1[C:11]([C:12]#[N:13])=[C:6]2[N:7]=[CH:8][CH:9]=[CH:10][N:5]2[N:4]=1.N. (4) The reactants are: [C:1]([CH2:3][CH2:4][C@H:5]1[CH2:9][C@H:8]([C:10]([NH:12][NH:13][C:14]2[N:15]=[C:16]3[CH:22]=[CH:21][N:20]([S:23]([C:26]4[CH:32]=[CH:31][C:29]([CH3:30])=[CH:28][CH:27]=4)(=[O:25])=[O:24])[C:17]3=[N:18][CH:19]=2)=O)[C@H:7]([CH3:33])[CH2:6]1)#[N:2].S(Cl)(Cl)=O. Given the product [CH3:33][C@H:7]1[C@@H:8]([C:10]2[N:15]3[C:16]4[CH:22]=[CH:21][N:20]([S:23]([C:26]5[CH:32]=[CH:31][C:29]([CH3:30])=[CH:28][CH:27]=5)(=[O:25])=[O:24])[C:17]=4[N:18]=[CH:19][C:14]3=[N:13][N:12]=2)[CH2:9][C@H:5]([CH2:4][CH2:3][C:1]#[N:2])[CH2:6]1, predict the reactants needed to synthesize it. (5) Given the product [C:1]1([C:7]2[CH:15]=[CH:14][CH:13]=[C:12]3[C:8]=2[CH:9]=[CH:10][CH:11]3[C:24]2([CH:11]3[C:12]4[C:8](=[C:7]([C:19]5[CH:18]=[CH:6][CH:1]=[CH:2][CH:3]=5)[CH:15]=[CH:14][CH:13]=4)[CH:9]=[CH:10]3)[CH2:29][CH2:28][CH2:27][CH2:26][CH2:25]2)[CH:2]=[CH:3][CH:4]=[CH:5][CH:6]=1, predict the reactants needed to synthesize it. The reactants are: [C:1]1([C:7]2[CH:15]=[CH:14][CH:13]=[C:12]3[C:8]=2[CH:9]=[CH:10][CH2:11]3)[CH:6]=[CH:5][CH:4]=[CH:3][CH:2]=1.CO[CH2:18][CH2:19]OC.[OH-].[K+].[C:24]1(=O)[CH2:29][CH2:28][CH2:27][CH2:26][CH2:25]1. (6) Given the product [C:14](/[C:10](/[N:4]([CH:1]([CH3:3])[CH3:2])[C:5]([CH:7]1[CH2:8][CH2:9]1)=[O:6])=[CH:11]/[NH2:12])(=[O:13])[CH3:15], predict the reactants needed to synthesize it. The reactants are: [CH:1]([N:4]([C:10]1[CH:11]=[N:12][O:13][C:14]=1[CH3:15])[C:5]([CH:7]1[CH2:9][CH2:8]1)=[O:6])([CH3:3])[CH3:2].[H][H]. (7) Given the product [C:22]([C:19]1[N:18]=[C:17]2[N:13]([C@@H:5]([C:6]3[CH:11]=[CH:10][C:9]([F:12])=[CH:8][CH:7]=3)[CH2:4][C:3]([OH:2])=[O:38])[C:14](=[O:37])[N:15]([CH2:24][C:25]3[C:33]4[C:28](=[CH:29][C:30]([CH3:35])=[CH:31][C:32]=4[CH3:34])[N:27]([CH3:36])[CH:26]=3)[C:16]2=[CH:21][CH:20]=1)(=[O:44])[NH2:23], predict the reactants needed to synthesize it. The reactants are: C[O:2][C:3](=[O:38])[CH2:4][C@@H:5]([N:13]1[C:17]2=[N:18][C:19]([C:22]#[N:23])=[CH:20][CH:21]=[C:16]2[N:15]([CH2:24][C:25]2[C:33]3[C:28](=[CH:29][C:30]([CH3:35])=[CH:31][C:32]=3[CH3:34])[N:27]([CH3:36])[CH:26]=2)[C:14]1=[O:37])[C:6]1[CH:11]=[CH:10][C:9]([F:12])=[CH:8][CH:7]=1.O.[OH-].[Li+].C(O)(=[O:44])C.